The task is: Regression. Given two drug SMILES strings and cell line genomic features, predict the synergy score measuring deviation from expected non-interaction effect.. This data is from NCI-60 drug combinations with 297,098 pairs across 59 cell lines. (1) Drug 1: CC1=CC=C(C=C1)C2=CC(=NN2C3=CC=C(C=C3)S(=O)(=O)N)C(F)(F)F. Drug 2: CC12CCC3C(C1CCC2OP(=O)(O)O)CCC4=C3C=CC(=C4)OC(=O)N(CCCl)CCCl.[Na+]. Cell line: ACHN. Synergy scores: CSS=-0.683, Synergy_ZIP=0.210, Synergy_Bliss=-1.66, Synergy_Loewe=-1.63, Synergy_HSA=-2.51. (2) Drug 1: COC1=CC(=CC(=C1O)OC)C2C3C(COC3=O)C(C4=CC5=C(C=C24)OCO5)OC6C(C(C7C(O6)COC(O7)C8=CC=CS8)O)O. Drug 2: CC1=C(N=C(N=C1N)C(CC(=O)N)NCC(C(=O)N)N)C(=O)NC(C(C2=CN=CN2)OC3C(C(C(C(O3)CO)O)O)OC4C(C(C(C(O4)CO)O)OC(=O)N)O)C(=O)NC(C)C(C(C)C(=O)NC(C(C)O)C(=O)NCCC5=NC(=CS5)C6=NC(=CS6)C(=O)NCCC[S+](C)C)O. Cell line: MCF7. Synergy scores: CSS=45.0, Synergy_ZIP=9.72, Synergy_Bliss=11.0, Synergy_Loewe=6.10, Synergy_HSA=9.28. (3) Cell line: HOP-92. Synergy scores: CSS=13.4, Synergy_ZIP=-6.60, Synergy_Bliss=-2.15, Synergy_Loewe=-2.29, Synergy_HSA=0.966. Drug 1: CC1CCC2CC(C(=CC=CC=CC(CC(C(=O)C(C(C(=CC(C(=O)CC(OC(=O)C3CCCCN3C(=O)C(=O)C1(O2)O)C(C)CC4CCC(C(C4)OC)OCCO)C)C)O)OC)C)C)C)OC. Drug 2: CC1=C(C(=O)C2=C(C1=O)N3CC4C(C3(C2COC(=O)N)OC)N4)N. (4) Drug 1: CC12CCC(CC1=CCC3C2CCC4(C3CC=C4C5=CN=CC=C5)C)O. Drug 2: C(CCl)NC(=O)N(CCCl)N=O. Cell line: SK-MEL-5. Synergy scores: CSS=-2.88, Synergy_ZIP=1.82, Synergy_Bliss=1.14, Synergy_Loewe=-5.66, Synergy_HSA=-4.85. (5) Drug 2: C1=C(C(=O)NC(=O)N1)N(CCCl)CCCl. Drug 1: C1CCC(C1)C(CC#N)N2C=C(C=N2)C3=C4C=CNC4=NC=N3. Synergy scores: CSS=27.3, Synergy_ZIP=1.84, Synergy_Bliss=1.53, Synergy_Loewe=-14.3, Synergy_HSA=-2.02. Cell line: SF-268. (6) Drug 1: CN(C)N=NC1=C(NC=N1)C(=O)N. Drug 2: C1=NC(=NC(=O)N1C2C(C(C(O2)CO)O)O)N. Cell line: NCI-H226. Synergy scores: CSS=9.38, Synergy_ZIP=0.216, Synergy_Bliss=3.50, Synergy_Loewe=-5.88, Synergy_HSA=-0.0757. (7) Drug 1: C1CCC(C1)C(CC#N)N2C=C(C=N2)C3=C4C=CNC4=NC=N3. Drug 2: N.N.Cl[Pt+2]Cl. Cell line: MCF7. Synergy scores: CSS=13.7, Synergy_ZIP=7.04, Synergy_Bliss=9.09, Synergy_Loewe=2.60, Synergy_HSA=4.37. (8) Drug 1: CC1=C2C(C(=O)C3(C(CC4C(C3C(C(C2(C)C)(CC1OC(=O)C(C(C5=CC=CC=C5)NC(=O)OC(C)(C)C)O)O)OC(=O)C6=CC=CC=C6)(CO4)OC(=O)C)OC)C)OC. Drug 2: C1CC(=O)NC(=O)C1N2C(=O)C3=CC=CC=C3C2=O. Cell line: NCI/ADR-RES. Synergy scores: CSS=6.10, Synergy_ZIP=3.10, Synergy_Bliss=5.08, Synergy_Loewe=-2.39, Synergy_HSA=3.60.